From a dataset of Forward reaction prediction with 1.9M reactions from USPTO patents (1976-2016). Predict the product of the given reaction. (1) The product is: [N:1]1[CH:6]=[CH:5][CH:4]=[CH:3][C:2]=1[C:7]1[N:11]=[C:10]([C:12]2[CH:17]=[C:16]([C:24]3[CH:25]=[CH:26][N:21]=[CH:22][CH:23]=3)[CH:15]=[CH:14][C:13]=2[O:19][CH3:20])[O:9][N:8]=1. Given the reactants [N:1]1[CH:6]=[CH:5][CH:4]=[CH:3][C:2]=1[C:7]1[N:11]=[C:10]([C:12]2[CH:17]=[C:16](Br)[CH:15]=[CH:14][C:13]=2[O:19][CH3:20])[O:9][N:8]=1.[N:21]1[CH:26]=[CH:25][C:24](B(O)O)=[CH:23][CH:22]=1.C(=O)([O-])[O-].[Na+].[Na+], predict the reaction product. (2) Given the reactants O=P12OP3(OP(OP(O3)(O1)=O)(=O)O2)=O.[ClH:15].C(N(CC)CC)C.[CH:23]([C:26]1[CH:32]=[CH:31][C:29]([NH2:30])=[CH:28][CH:27]=1)([CH3:25])[CH3:24].[N:33]1[CH:38]=[CH:37][C:36]([CH2:39][C:40]2[C:49]3[C:44](=[CH:45][CH:46]=[CH:47][CH:48]=3)[C:43](=O)[NH:42][N:41]=2)=[CH:35][CH:34]=1, predict the reaction product. The product is: [ClH:15].[ClH:15].[CH:23]([C:26]1[CH:32]=[CH:31][C:29]([NH:30][C:43]2[C:44]3[C:49](=[CH:48][CH:47]=[CH:46][CH:45]=3)[C:40]([CH2:39][C:36]3[CH:37]=[CH:38][N:33]=[CH:34][CH:35]=3)=[N:41][N:42]=2)=[CH:28][CH:27]=1)([CH3:25])[CH3:24]. (3) Given the reactants [C:1]([O-])(=[O:3])[CH3:2].[Na+].[Cl-].[Na+].P([O-])([O-])([O-])=O.[Na+].[Na+].[Na+].[NH2:16][CH2:17][C:18]([OH:20])=[O:19].C(=O)([O-])[O-:22].[Na+].[Na+].CC1C2C=[CH:36][C:37]([OH:39])=[CH:38][C:33]=2[O:32]C(=O)C=1, predict the reaction product. The product is: [C:1]([NH:16][C@@H:17]1[C@@H:36]([OH:22])[C@@H:37]([OH:39])[C@@H:38]([CH2:33][OH:32])[O:20][CH:18]1[OH:19])(=[O:3])[CH3:2]. (4) Given the reactants [Cl:1][C:2]1[CH:3]=[C:4]2[C:10]([C:11]3[N:16]=[C:15]([S:17][CH3:18])[C:14]([F:19])=[CH:13][N:12]=3)=[N:9][N:8]([C:20]([C:33]3[CH:38]=[CH:37][CH:36]=[CH:35][CH:34]=3)([C:27]3[CH:32]=[CH:31][CH:30]=[CH:29][CH:28]=3)[C:21]3[CH:26]=[CH:25][CH:24]=[CH:23][CH:22]=3)[C:5]2=[N:6][CH:7]=1.C1C=C(Cl)C=C(C(OO)=[O:47])C=1, predict the reaction product. The product is: [Cl:1][C:2]1[CH:3]=[C:4]2[C:10]([C:11]3[N:16]=[C:15]([S:17]([CH3:18])=[O:47])[C:14]([F:19])=[CH:13][N:12]=3)=[N:9][N:8]([C:20]([C:21]3[CH:26]=[CH:25][CH:24]=[CH:23][CH:22]=3)([C:33]3[CH:38]=[CH:37][CH:36]=[CH:35][CH:34]=3)[C:27]3[CH:28]=[CH:29][CH:30]=[CH:31][CH:32]=3)[C:5]2=[N:6][CH:7]=1. (5) The product is: [NH2:21][CH2:20][C:18]1[S:19][C:15]([C:12]2[CH:13]=[CH:14][C:9]([C@@H:7]([OH:8])[C@H:6]([NH:5][C:3](=[O:4])[CH:2]([Cl:1])[Cl:31])[CH2:29][F:30])=[CH:10][CH:11]=2)=[CH:16][N:17]=1. Given the reactants [Cl:1][CH:2]([Cl:31])[C:3]([NH:5][C@H:6]([CH2:29][F:30])[C@@H:7]([C:9]1[CH:14]=[CH:13][C:12]([C:15]2[S:19][C:18]([CH2:20][NH:21]C(=O)OC(C)(C)C)=[N:17][CH:16]=2)=[CH:11][CH:10]=1)[OH:8])=[O:4].FC(F)(F)C(O)=O, predict the reaction product. (6) Given the reactants C[O:2][C:3]([C:5]1[CH:10]=[CH:9][CH:8]=[CH:7][C:6]=1[S:11][C:12]1[CH:21]=[CH:20][C:15]([C:16]([O:18]C)=[O:17])=[CH:14][C:13]=1[N+:22]([O-:24])=[O:23])=[O:4].[Li+].[OH-], predict the reaction product. The product is: [C:3]([C:5]1[CH:10]=[CH:9][CH:8]=[CH:7][C:6]=1[S:11][C:12]1[CH:21]=[CH:20][C:15]([C:16]([OH:18])=[O:17])=[CH:14][C:13]=1[N+:22]([O-:24])=[O:23])([OH:4])=[O:2].